Dataset: Full USPTO retrosynthesis dataset with 1.9M reactions from patents (1976-2016). Task: Predict the reactants needed to synthesize the given product. (1) Given the product [F:15][C:16]1[CH:17]=[C:18]([N:31]2[CH2:35][C@H:34]([CH2:36][N:37]3[CH:41]=[CH:40][N:39]=[N:38]3)[O:33][C:32]2=[O:42])[CH:19]=[CH:20][C:21]=1[C:2]1[CH:7]=[N:6][C:5]([C:8]2[CH2:12][C@@H:11]([CH2:13][O:14][CH3:43])[O:10][N:9]=2)=[CH:4][CH:3]=1, predict the reactants needed to synthesize it. The reactants are: Br[C:2]1[CH:3]=[CH:4][C:5]([C:8]2[CH2:12][C@@H:11]([CH2:13][OH:14])[O:10][N:9]=2)=[N:6][CH:7]=1.[F:15][C:16]1[CH:17]=[C:18]([N:31]2[CH2:35][C@H:34]([CH2:36][N:37]3[CH:41]=[CH:40][N:39]=[N:38]3)[O:33][C:32]2=[O:42])[CH:19]=[CH:20][C:21]=1B1OC(C)(C)C(C)(C)O1.[C:43](=O)([O-])[O-].[K+].[K+]. (2) Given the product [OH:11][CH:10]([C:9]1[CH:12]=[CH:13][CH:14]=[C:7]([O:6][CH2:5][CH:4]([CH2:1][CH2:2][CH3:3])[CH2:15][CH2:16][CH3:17])[CH:8]=1)[CH2:19][C:18]#[N:20], predict the reactants needed to synthesize it. The reactants are: [CH2:1]([CH:4]([CH2:15][CH2:16][CH3:17])[CH2:5][O:6][C:7]1[CH:8]=[C:9]([CH:12]=[CH:13][CH:14]=1)[CH:10]=[O:11])[CH2:2][CH3:3].[C:18](#[N:20])[CH3:19]. (3) Given the product [CH2:9]([C:2]1[S:6][C:5]([CH:7]=[O:8])=[CH:4][CH:3]=1)[CH3:10], predict the reactants needed to synthesize it. The reactants are: Br[C:2]1[S:6][C:5]([CH:7]=[O:8])=[CH:4][CH:3]=1.[CH2:9](B(O)O)[CH3:10]. (4) Given the product [N:11]1([CH2:14][C:15]2[CH:16]=[CH:17][C:18]([NH:21][C:22]([C:24]3[CH:25]=[CH:26][C:27]([C:34]4[C:35]([Cl:45])=[C:36]([O:43][CH3:44])[CH:37]=[C:38]([O:41][CH3:42])[C:39]=4[Cl:40])=[C:28]4[C:33]=3[N:32]=[CH:31][CH:30]=[CH:29]4)=[O:23])=[N:19][CH:20]=2)[CH2:12][CH2:13][NH:8][CH2:9][CH2:10]1, predict the reactants needed to synthesize it. The reactants are: COC1C=CC(C[N:8]2[CH2:13][CH2:12][N:11]([CH2:14][C:15]3[CH:16]=[CH:17][C:18]([NH:21][C:22]([C:24]4[CH:25]=[CH:26][C:27]([C:34]5[C:39]([Cl:40])=[C:38]([O:41][CH3:42])[CH:37]=[C:36]([O:43][CH3:44])[C:35]=5[Cl:45])=[C:28]5[C:33]=4[N:32]=[CH:31][CH:30]=[CH:29]5)=[O:23])=[N:19][CH:20]=3)[CH2:10][CH2:9]2)=CC=1. (5) Given the product [C:20]1([CH2:26][CH2:27][CH2:28][C:29]([NH:1][C:2]2[CH:3]=[CH:4][C:5]([NH:8][C:9]([N:11]3[CH2:19][C:18]4[C:13](=[CH:14][CH:15]=[CH:16][CH:17]=4)[CH2:12]3)=[O:10])=[CH:6][CH:7]=2)=[O:30])[CH:25]=[CH:24][CH:23]=[CH:22][CH:21]=1, predict the reactants needed to synthesize it. The reactants are: [NH2:1][C:2]1[CH:7]=[CH:6][C:5]([NH:8][C:9]([N:11]2[CH2:19][C:18]3[C:13](=[CH:14][CH:15]=[CH:16][CH:17]=3)[CH2:12]2)=[O:10])=[CH:4][CH:3]=1.[C:20]1([CH2:26][CH2:27][CH2:28][C:29](O)=[O:30])[CH:25]=[CH:24][CH:23]=[CH:22][CH:21]=1.O.ON1C2C=CC=CC=2N=N1.CN1CCOCC1.Cl.CN(C)CCCN=C=NCC. (6) Given the product [NH2:22][CH2:21][C@H:20]([NH:19][CH:16]1[CH2:17][CH2:18][N:13]([CH:11]([CH3:12])[CH2:10][CH2:9][NH:8][C:6](=[O:7])[C:5]2[C:39]([CH3:41])=[CH:40][C:2]([Cl:1])=[N:3][C:4]=2[CH3:42])[CH2:14][CH2:15]1)[C:33]1[CH:34]=[CH:35][CH:36]=[CH:37][CH:38]=1, predict the reactants needed to synthesize it. The reactants are: [Cl:1][C:2]1[CH:40]=[C:39]([CH3:41])[C:5]([C:6]([NH:8][CH2:9][CH2:10][CH:11]([N:13]2[CH2:18][CH2:17][CH:16]([NH:19][C@H:20]([C:33]3[CH:38]=[CH:37][CH:36]=[CH:35][CH:34]=3)[CH2:21][N:22]3C(=O)C4C(=CC=CC=4)C3=O)[CH2:15][CH2:14]2)[CH3:12])=[O:7])=[C:4]([CH3:42])[N:3]=1.O.NN. (7) Given the product [C:13]([C:15]1([CH2:1][CH:2]2[CH2:4][CH2:3]2)[CH2:20][CH2:19][N:18]([C:21]([O:23][C:24]([CH3:27])([CH3:26])[CH3:25])=[O:22])[CH2:17][CH2:16]1)#[N:14], predict the reactants needed to synthesize it. The reactants are: [CH2:1]([Li])[CH2:2][CH2:3][CH3:4].C(NC(C)C)(C)C.[C:13]([CH:15]1[CH2:20][CH2:19][N:18]([C:21]([O:23][C:24]([CH3:27])([CH3:26])[CH3:25])=[O:22])[CH2:17][CH2:16]1)#[N:14].C1(CBr)CC1. (8) Given the product [F:1][C:2]([F:13])([F:12])[C:3]1[CH:4]=[C:5]([CH:9]([N:17]2[CH2:16][CH2:15][N:14]([C:20]([O:22][C:23]([CH3:26])([CH3:25])[CH3:24])=[O:21])[CH2:19][CH2:18]2)[CH3:10])[CH:6]=[CH:7][CH:8]=1, predict the reactants needed to synthesize it. The reactants are: [F:1][C:2]([F:13])([F:12])[C:3]1[CH:4]=[C:5]([C:9](=O)[CH3:10])[CH:6]=[CH:7][CH:8]=1.[N:14]1([C:20]([O:22][C:23]([CH3:26])([CH3:25])[CH3:24])=[O:21])[CH2:19][CH2:18][NH:17][CH2:16][CH2:15]1.C(O)(=O)C.C([BH3-])#N.[Na+]. (9) Given the product [O:15]=[C:14]1[O:16][CH2:18][C:19]([C:21]2[CH:31]=[CH:30][C:24]3[O:25][CH2:26][C:27](=[O:29])[NH:28][C:23]=3[CH:22]=2)=[C:13]1[C:7]1[CH:12]=[CH:11][CH:10]=[CH:9][CH:8]=1, predict the reactants needed to synthesize it. The reactants are: C(=O)([O-])[O-].[Cs+].[Cs+].[C:7]1([CH2:13][C:14]([OH:16])=[O:15])[CH:12]=[CH:11][CH:10]=[CH:9][CH:8]=1.Cl[CH2:18][C:19]([C:21]1[CH:31]=[CH:30][C:24]2[O:25][CH2:26][C:27](=[O:29])[NH:28][C:23]=2[CH:22]=1)=O.O.